This data is from Forward reaction prediction with 1.9M reactions from USPTO patents (1976-2016). The task is: Predict the product of the given reaction. Given the reactants [C:1]1([C:46]2[CH:51]=[CH:50][CH:49]=[CH:48][CH:47]=2)[CH:6]=[CH:5][C:4]([CH2:7][C@@H:8]([NH:15][C:16]([C:18]2[CH:19]=[C:20]([C:32]3[CH:37]=[C:36]([C:38]([F:41])([F:40])[F:39])[CH:35]=[C:34]([C:42]([F:45])([F:44])[F:43])[CH:33]=3)[CH:21]=[CH:22][C:23]=2[O:24]CC2C=CC=CC=2)=[O:17])[C:9]2[O:13][N:12]=[C:11]([CH3:14])[N:10]=2)=[CH:3][CH:2]=1.B(Br)(Br)Br, predict the reaction product. The product is: [C:1]1([C:46]2[CH:51]=[CH:50][CH:49]=[CH:48][CH:47]=2)[CH:2]=[CH:3][C:4]([CH2:7][C@@H:8]([NH:15][C:16]([C:18]2[CH:19]=[C:20]([C:32]3[CH:33]=[C:34]([C:42]([F:43])([F:44])[F:45])[CH:35]=[C:36]([C:38]([F:40])([F:41])[F:39])[CH:37]=3)[CH:21]=[CH:22][C:23]=2[OH:24])=[O:17])[C:9]2[O:13][N:12]=[C:11]([CH3:14])[N:10]=2)=[CH:5][CH:6]=1.